Task: Regression/Classification. Given a drug SMILES string, predict its absorption, distribution, metabolism, or excretion properties. Task type varies by dataset: regression for continuous measurements (e.g., permeability, clearance, half-life) or binary classification for categorical outcomes (e.g., BBB penetration, CYP inhibition). For this dataset (solubility_aqsoldb), we predict Y.. Dataset: Aqueous solubility values for 9,982 compounds from the AqSolDB database The molecule is O=c1[nH]c(=O)c2cc([N+](=O)[O-])cc([N+](=O)[O-])c2[nH]1. The Y is -3.21 log mol/L.